The task is: Predict the reactants needed to synthesize the given product.. This data is from Full USPTO retrosynthesis dataset with 1.9M reactions from patents (1976-2016). (1) Given the product [Cl:1][C:2]1[CH:3]=[C:4]([N:12]([C@H:15]2[CH2:16][CH2:17][C@H:18]([N:21]([CH3:23])[CH3:22])[CH2:19][CH2:20]2)[CH2:13][CH3:14])[C:5]([CH3:11])=[C:6]([CH:10]=1)[C:7]([NH:32][CH2:31][C:30]1[C:25]([Cl:24])=[N:26][C:27]([CH3:34])=[CH:28][C:29]=1[Cl:33])=[O:9], predict the reactants needed to synthesize it. The reactants are: [Cl:1][C:2]1[CH:3]=[C:4]([N:12]([C@H:15]2[CH2:20][CH2:19][C@H:18]([N:21]([CH3:23])[CH3:22])[CH2:17][CH2:16]2)[CH2:13][CH3:14])[C:5]([CH3:11])=[C:6]([CH:10]=1)[C:7]([OH:9])=O.[Cl:24][C:25]1[C:30]([CH2:31][NH2:32])=[C:29]([Cl:33])[CH:28]=[C:27]([CH3:34])[N:26]=1.C1CN([P+](ON2N=NC3C=CC=CC2=3)(N2CCCC2)N2CCCC2)CC1.F[P-](F)(F)(F)(F)F.C(N(CC)CC)C. (2) Given the product [F:20][C:10]1([F:9])[CH2:16][CH2:15][CH2:14][N:13]([CH2:17][CH2:18][NH:19][C:1](=[O:6])[CH:2]=[N:3][OH:4])[CH2:12][CH2:11]1, predict the reactants needed to synthesize it. The reactants are: [C:1]([O:6]CC)(=O)[CH:2]=[N:3][OH:4].[F:9][C:10]1([F:20])[CH2:16][CH2:15][CH2:14][N:13]([CH2:17][CH2:18][NH2:19])[CH2:12][CH2:11]1. (3) The reactants are: [C:1]1([C:7]2[CH:11]([C:12]3[CH:17]=[CH:16][CH:15]=[CH:14][CH:13]=3)[C:10](=[S:18])[NH:9][N:8]=2)[CH:6]=[CH:5][CH:4]=[CH:3][CH:2]=1.Br[CH2:20][CH2:21][O:22][CH3:23].C([O-])([O-])=O.[K+].[K+].O. Given the product [CH3:23][O:22][CH2:21][CH2:20][S:18][C:10]1[NH:9][N:8]=[C:7]([C:1]2[CH:2]=[CH:3][CH:4]=[CH:5][CH:6]=2)[C:11]=1[C:12]1[CH:13]=[CH:14][CH:15]=[CH:16][CH:17]=1, predict the reactants needed to synthesize it.